From a dataset of Forward reaction prediction with 1.9M reactions from USPTO patents (1976-2016). Predict the product of the given reaction. (1) Given the reactants [F:1][C:2]1[CH:11]=[C:10](F)[C:9]([N+:13]([O-:15])=[O:14])=[CH:8][C:3]=1[C:4]([O:6][CH3:7])=[O:5].[NH2:16][CH:17]1[CH2:22][CH2:21][N:20]([C:23]([O:25][C:26]([CH3:29])([CH3:28])[CH3:27])=[O:24])[CH2:19][CH2:18]1, predict the reaction product. The product is: [F:1][C:2]1[C:3]([C:4]([O:6][CH3:7])=[O:5])=[CH:8][C:9]([N+:13]([O-:15])=[O:14])=[C:10]([NH:16][CH:17]2[CH2:18][CH2:19][N:20]([C:23]([O:25][C:26]([CH3:29])([CH3:28])[CH3:27])=[O:24])[CH2:21][CH2:22]2)[CH:11]=1. (2) Given the reactants [OH:1][CH2:2][C@@H:3]1[CH2:7][CH2:6][CH2:5][N:4]1[CH:8]=[O:9].C1(P(C2C=CC=CC=2)C2C=CC=CC=2)C=CC=CC=1.[CH3:29][C:30]1[CH:35]=[CH:34][CH:33]=[C:32]([CH3:36])[C:31]=1O.N(C(OC(C)C)=O)=NC(OC(C)C)=O, predict the reaction product. The product is: [CH3:29][C:30]1[CH:35]=[CH:34][CH:33]=[C:32]([CH3:36])[C:31]=1[O:1][CH2:2][C@@H:3]1[CH2:7][CH2:6][CH2:5][N:4]1[CH:8]=[O:9]. (3) Given the reactants O[CH2:2][C@@H:3]([NH:5][C:6](=[O:9])[O:7][CH3:8])[CH3:4].C(N(CC)CC)C.CS(Cl)(=O)=O.[N-:22]=[N+:23]=[N-:24].[Na+], predict the reaction product. The product is: [N:22]([CH2:2][C@@H:3]([NH:5][C:6](=[O:9])[O:7][CH3:8])[CH3:4])=[N+:23]=[N-:24]. (4) Given the reactants [C:1]([C:3]1[CH:4]=[C:5]2[C:10](=[CH:11][C:12]=1[O:13][C:14]1[CH:19]=[CH:18][C:17]([C:20](=[O:29])[NH:21][C:22]3[CH:27]=[CH:26][CH:25]=[C:24](I)[CH:23]=3)=[CH:16][CH:15]=1)[O:9][CH2:8][CH2:7][CH:6]2[C:30]([O:32][CH3:33])=[O:31])#[N:2].[CH3:34][C:35]1[C:40]([CH3:41])=[CH:39][CH:38]=[CH:37][C:36]=1B(O)O.C([O-])([O-])=O.[Na+].[Na+].C1(C)C=CC=CC=1, predict the reaction product. The product is: [C:1]([C:3]1[CH:4]=[C:5]2[C:10](=[CH:11][C:12]=1[O:13][C:14]1[CH:19]=[CH:18][C:17]([C:20](=[O:29])[NH:21][C:22]3[CH:23]=[C:24]([C:36]4[CH:37]=[CH:38][CH:39]=[C:40]([CH3:41])[C:35]=4[CH3:34])[CH:25]=[CH:26][CH:27]=3)=[CH:16][CH:15]=1)[O:9][CH2:8][CH2:7][CH:6]2[C:30]([O:32][CH3:33])=[O:31])#[N:2].